Task: Predict the product of the given reaction.. Dataset: Forward reaction prediction with 1.9M reactions from USPTO patents (1976-2016) (1) Given the reactants [F:1][C:2]([F:7])([F:6])[C:3]([OH:5])=[O:4].[F:8][C:9]([F:14])([F:13])[C:10]([OH:12])=[O:11].FC(F)(F)C(O)=O.[Cl:22][C:23]1[CH:24]=[N:25][C:26]2[NH:27][C:28]3[CH:29]=[N:30][CH:31]=[C:32]([CH:53]=3)[CH2:33][CH2:34][C:35]3[CH:43]=[C:39]([NH:40][C:41]=1[N:42]=2)[CH:38]=[CH:37][C:36]=3[NH:44][C:45](=[O:52])[CH2:46][C@@H:47]1[CH2:51][CH2:50][NH:49][CH2:48]1.[F:54][C:55]1[CH:60]=[CH:59][C:58]([N:61]=[C:62]=[O:63])=[CH:57][CH:56]=1, predict the reaction product. The product is: [F:1][C:2]([F:7])([F:6])[C:3]([OH:5])=[O:4].[F:8][C:9]([F:14])([F:13])[C:10]([OH:12])=[O:11].[Cl:22][C:23]1[CH:24]=[N:25][C:26]2[NH:27][C:28]3[CH:29]=[N:30][CH:31]=[C:32]([CH:53]=3)[CH2:33][CH2:34][C:35]3[CH:43]=[C:39]([NH:40][C:41]=1[N:42]=2)[CH:38]=[CH:37][C:36]=3[NH:44][C:45](=[O:52])[CH2:46][C@@H:47]1[CH2:51][CH2:50][N:49]([C:62]([NH:61][C:58]2[CH:59]=[CH:60][C:55]([F:54])=[CH:56][CH:57]=2)=[O:63])[CH2:48]1. (2) The product is: [Br:1][C:2]1[CH:3]=[CH:4][C:5]2[N:6]([C:8]([C:11]([F:26])([F:25])[C:12]3[CH:13]=[CH:14][C:15]4[N:16]([CH:18]=[C:19]([C:21]([OH:23])=[O:22])[N:20]=4)[N:17]=3)=[N:9][N:10]=2)[CH:7]=1. Given the reactants [Br:1][C:2]1[CH:3]=[CH:4][C:5]2[N:6]([C:8]([C:11]([F:26])([F:25])[C:12]3[CH:13]=[CH:14][C:15]4[N:16]([CH:18]=[C:19]([C:21]([O:23]C)=[O:22])[N:20]=4)[N:17]=3)=[N:9][N:10]=2)[CH:7]=1.[Li+].[OH-], predict the reaction product. (3) Given the reactants Cl.[CH3:2][O:3][C:4](=[O:7])[CH2:5][NH2:6].[CH2:8](N(CC)CC)C.C[C:16](=O)[CH2:17][CH3:18].C(O[BH-](OC(=O)C)OC(=O)C)(=O)C.[Na+], predict the reaction product. The product is: [CH3:2][O:3][C:4](=[O:7])[CH2:5][NH:6][CH2:8][CH:17]([CH3:16])[CH3:18]. (4) Given the reactants [Cl:1][C:2]1[CH:3]=[CH:4][C:5]([CH3:11])=[C:6]([N:8]=[C:9]=[S:10])[CH:7]=1.[CH3:12][N:13]1[CH:17]=[CH:16][C:15]([NH2:18])=[N:14]1, predict the reaction product. The product is: [Cl:1][C:2]1[CH:3]=[CH:4][C:5]([CH3:11])=[C:6]([NH:8][C:9]([NH:18][C:15]2[CH:16]=[CH:17][N:13]([CH3:12])[N:14]=2)=[S:10])[CH:7]=1. (5) Given the reactants [Br:1][C:2]1[CH:3]=[CH:4][C:5]2[O:9][C:8](=[O:10])[NH:7][C:6]=2[CH:11]=1.I[CH:13]([CH3:15])[CH3:14], predict the reaction product. The product is: [Br:1][C:2]1[CH:3]=[CH:4][C:5]2[O:9][C:8](=[O:10])[N:7]([CH:13]([CH3:15])[CH3:14])[C:6]=2[CH:11]=1. (6) Given the reactants Cl.[Cl:2][C:3]1[CH:8]=[CH:7][CH:6]=[C:5]([Cl:9])[C:4]=1[CH2:10][C:11](=[NH:13])[NH2:12].[Na].[C:15](OCC)(=[O:22])[CH2:16][C:17](OCC)=[O:18], predict the reaction product. The product is: [Cl:2][C:3]1[CH:8]=[CH:7][CH:6]=[C:5]([Cl:9])[C:4]=1[CH2:10][C:11]1[N:12]=[C:17]([OH:18])[CH:16]=[C:15]([OH:22])[N:13]=1. (7) Given the reactants [F:1][C:2]1[CH:3]=[C:4]([CH:29]=[C:30]([N:32]2[CH2:37][CH2:36][CH2:35][CH2:34][CH2:33]2)[CH:31]=1)[C:5]([NH:7][C:8]1[C:17]2[C:12](=[CH:13][CH:14]=[CH:15][CH:16]=2)[C:11]([O:18][C:19]2[CH:24]=[CH:23][N:22]=[C:21](S(C)(=O)=O)[N:20]=2)=[CH:10][CH:9]=1)=[O:6].[CH3:38][C:39]1[NH:40][CH2:41][CH2:42][N:43]=1, predict the reaction product. The product is: [F:1][C:2]1[CH:3]=[C:4]([CH:29]=[C:30]([N:32]2[CH2:37][CH2:36][CH2:35][CH2:34][CH2:33]2)[CH:31]=1)[C:5]([NH:7][C:8]1[C:17]2[C:12](=[CH:13][CH:14]=[CH:15][CH:16]=2)[C:11]([O:18][C:19]2[CH:24]=[CH:23][N:22]=[C:21]([N:43]3[CH2:42][CH2:41][N:40]=[C:39]3[CH3:38])[N:20]=2)=[CH:10][CH:9]=1)=[O:6]. (8) Given the reactants [CH2:1]([O:5][C:6]1[CH:11]=[C:10]([O:12][CH2:13][CH:14]([CH3:16])[CH3:15])[CH:9]=[CH:8][C:7]=1[C:17](=[N:36]O)[C:18]1[CH:19]=[CH:20][C:21]([O:31][CH2:32][CH:33]([CH3:35])[CH3:34])=[C:22]([CH2:24][CH2:25][C:26]([O:28][CH2:29][CH3:30])=[O:27])[CH:23]=1)[CH:2]([CH3:4])[CH3:3].[BH4-].[Na+].Cl.C(=O)(O)[O-].[Na+], predict the reaction product. The product is: [NH2:36][CH:17]([C:7]1[CH:8]=[CH:9][C:10]([O:12][CH2:13][CH:14]([CH3:16])[CH3:15])=[CH:11][C:6]=1[O:5][CH2:1][CH:2]([CH3:3])[CH3:4])[C:18]1[CH:19]=[CH:20][C:21]([O:31][CH2:32][CH:33]([CH3:34])[CH3:35])=[C:22]([CH2:24][CH2:25][C:26]([O:28][CH2:29][CH3:30])=[O:27])[CH:23]=1.